Dataset: Forward reaction prediction with 1.9M reactions from USPTO patents (1976-2016). Task: Predict the product of the given reaction. (1) Given the reactants C(OC([NH:8][C:9]1[CH:13]=[CH:12][S:11][C:10]=1[C:14]1[CH:19]=[CH:18][C:17]([Br:20])=[CH:16][CH:15]=1)=O)(C)(C)C.Cl.O.C([O-])(O)=O.[Na+], predict the reaction product. The product is: [Br:20][C:17]1[CH:18]=[CH:19][C:14]([C:10]2[S:11][CH:12]=[CH:13][C:9]=2[NH2:8])=[CH:15][CH:16]=1. (2) Given the reactants [H-].[H-].[H-].[H-].[Li+].[Al+3].C(O[C:12](=O)[NH:13][CH2:14][CH:15]1[CH2:19][CH2:18][N:17]([CH2:20][C:21]2[CH:26]=[CH:25][CH:24]=[CH:23][CH:22]=2)[CH2:16]1)(C)(C)C, predict the reaction product. The product is: [CH2:20]([N:17]1[CH2:18][CH2:19][CH:15]([CH2:14][NH:13][CH3:12])[CH2:16]1)[C:21]1[CH:26]=[CH:25][CH:24]=[CH:23][CH:22]=1. (3) The product is: [CH:1]([O:7][C:16](=[O:17])[CH:10]([CH3:11])[CH3:9])=[CH:2][CH:3]=[CH:4][CH2:5][CH3:6]. Given the reactants [CH:1](=[O:7])[CH2:2]/[CH:3]=[CH:4]/[CH2:5][CH3:6].C[CH:9]1C=C(C)C[CH2:11][CH:10]1[CH:16]=[O:17].C(OC(=O)C(C)C)(=O)C(C)C.C(OC(=O)C)(=O)C, predict the reaction product. (4) Given the reactants Br[C:2]1[C:7]([O:8][CH2:9][CH2:10][CH:11]=[CH2:12])=[CH:6][CH:5]=[CH:4][N:3]=1.C1C=CC(P(C2C=CC=CC=2)C2C=CC=CC=2)=CC=1.CC([O-])=O.[K+], predict the reaction product. The product is: [CH2:12]=[C:11]1[C:2]2=[N:3][CH:4]=[CH:5][CH:6]=[C:7]2[O:8][CH2:9][CH2:10]1. (5) Given the reactants Cl.Cl.[C:3]([C:7]1[CH:12]=[CH:11][CH:10]=[CH:9][C:8]=1[N:13]1[CH2:18][CH2:17][NH:16][CH2:15][CH2:14]1)([CH3:6])([CH3:5])[CH3:4].C(N(C(C)C)CC)(C)C.Cl.[N:29]1[CH:34]=[CH:33][CH:32]=[CH:31][C:30]=1[C:35](Cl)=[O:36], predict the reaction product. The product is: [C:3]([C:7]1[CH:12]=[CH:11][CH:10]=[CH:9][C:8]=1[N:13]1[CH2:18][CH2:17][N:16]([C:35]([C:30]2[CH:31]=[CH:32][CH:33]=[CH:34][N:29]=2)=[O:36])[CH2:15][CH2:14]1)([CH3:6])([CH3:4])[CH3:5]. (6) Given the reactants [C:1](Cl)(=[O:5])[C:2](Cl)=[O:3].[CH:7]1[C:17]2=[C:18]3[C:13](=[CH:14][CH:15]=[CH:16]2)[CH2:12][CH2:11][CH2:10][N:9]3[CH:8]=1.[CH3:19][O-:20].[Na+], predict the reaction product. The product is: [CH3:19][O:20][C:1](=[O:5])[C:2]([C:7]1[C:17]2=[C:18]3[C:13](=[CH:14][CH:15]=[CH:16]2)[CH2:12][CH2:11][CH2:10][N:9]3[CH:8]=1)=[O:3]. (7) Given the reactants [Cl:1][C:2]1[CH:8]=[C:7]([O:9][C:10]2[C:19]3[C:14](=[CH:15][C:16]([O:22][CH3:23])=[C:17]([O:20][CH3:21])[CH:18]=3)[N:13]=[CH:12][N:11]=2)[CH:6]=[CH:5][C:3]=1[NH2:4].Cl[C:25](Cl)([O:27][C:28](=[O:34])OC(Cl)(Cl)Cl)Cl.[C:36]1([CH2:42]CO)[CH:41]=[CH:40][CH:39]=[CH:38][CH:37]=1.C(=O)(O)[O-].[Na+], predict the reaction product. The product is: [Cl:1][C:2]1[CH:8]=[C:7]([O:9][C:10]2[C:19]3[C:14](=[CH:15][C:16]([O:22][CH3:23])=[C:17]([O:20][CH3:21])[CH:18]=3)[N:13]=[CH:12][N:11]=2)[CH:6]=[CH:5][C:3]=1[NH:4][C:28](=[O:34])[O:27][CH2:25][CH2:42][C:36]1[CH:41]=[CH:40][CH:39]=[CH:38][CH:37]=1. (8) Given the reactants [Br:1][C:2]1[CH:7]=[CH:6][C:5]([CH:8]([C:16]2[CH:21]=[CH:20][CH:19]=[CH:18][C:17]=2[CH3:22])[CH2:9][C:10](N(OC)C)=[O:11])=[CH:4][CH:3]=1.[F:23][C:24]1[CH:29]=[CH:28][C:27]([CH3:30])=[CH:26][N:25]=1, predict the reaction product. The product is: [Br:1][C:2]1[CH:7]=[CH:6][C:5]([CH:8]([C:16]2[CH:21]=[CH:20][CH:19]=[CH:18][C:17]=2[CH3:22])[CH2:9][C:10]([C:29]2[C:24]([F:23])=[N:25][CH:26]=[C:27]([CH3:30])[CH:28]=2)=[O:11])=[CH:4][CH:3]=1. (9) Given the reactants [F:1][C:2]([F:35])([F:34])[CH2:3][CH2:4][CH2:5][C:6]1[CH:11]=[CH:10][C:9]([C:12]2[CH:17]=[CH:16][C:15]([S:18]([C:21]3([C:27]([O:29]C(C)(C)C)=[O:28])[CH2:26][CH2:25][O:24][CH2:23][CH2:22]3)(=[O:20])=[O:19])=[CH:14][CH:13]=2)=[CH:8][CH:7]=1, predict the reaction product. The product is: [F:35][C:2]([F:1])([F:34])[CH2:3][CH2:4][CH2:5][C:6]1[CH:11]=[CH:10][C:9]([C:12]2[CH:17]=[CH:16][C:15]([S:18]([C:21]3([C:27]([OH:29])=[O:28])[CH2:26][CH2:25][O:24][CH2:23][CH2:22]3)(=[O:20])=[O:19])=[CH:14][CH:13]=2)=[CH:8][CH:7]=1.